Task: Predict the reactants needed to synthesize the given product.. Dataset: Full USPTO retrosynthesis dataset with 1.9M reactions from patents (1976-2016) (1) The reactants are: [CH:1]1([CH2:4][C@H:5]([NH:12][C:13]([C@@H:15]2[CH2:18][CH2:17][N:16]2[C:19]([O:21][C:22]([CH3:25])([CH3:24])[CH3:23])=[O:20])=[O:14])/[CH:6]=[CH:7]/[C:8]([O:10]C)=[O:9])[CH2:3][CH2:2]1.CO.[Li+].[OH-]. Given the product [CH:1]1([CH2:4][C@H:5]([NH:12][C:13]([C@@H:15]2[CH2:18][CH2:17][N:16]2[C:19]([O:21][C:22]([CH3:25])([CH3:24])[CH3:23])=[O:20])=[O:14])/[CH:6]=[CH:7]/[C:8]([OH:10])=[O:9])[CH2:3][CH2:2]1, predict the reactants needed to synthesize it. (2) Given the product [F:39][C:36]1[CH:37]=[CH:38][C:33]([N:24]([C:21]2[CH:22]=[CH:23][C:18]([O:17][C:16]3[CH:15]=[CH:14][N:13]=[C:12]4[NH:8][N:9]=[C:10]([CH3:40])[C:11]=34)=[CH:19][CH:20]=2)[C:25]([C:27]2([C:30]([NH2:32])=[O:31])[CH2:28][CH2:29]2)=[O:26])=[CH:34][CH:35]=1, predict the reactants needed to synthesize it. The reactants are: COC1C=CC(C[N:8]2[C:12]3=[N:13][CH:14]=[CH:15][C:16]([O:17][C:18]4[CH:23]=[CH:22][C:21]([N:24]([C:33]5[CH:38]=[CH:37][C:36]([F:39])=[CH:35][CH:34]=5)[C:25]([C:27]5([C:30]([NH2:32])=[O:31])[CH2:29][CH2:28]5)=[O:26])=[CH:20][CH:19]=4)=[C:11]3[C:10]([CH3:40])=[N:9]2)=CC=1.C(O)(C(F)(F)F)=O. (3) Given the product [CH2:25]([O:1][C:2]1[CH:9]=[C:8]([O:10][CH2:11][O:12][CH3:13])[CH:7]=[CH:6][C:3]=1[CH:4]=[O:5])[C:26]1[CH:31]=[CH:30][CH:29]=[CH:28][CH:27]=1, predict the reactants needed to synthesize it. The reactants are: [OH:1][C:2]1[CH:9]=[C:8]([O:10][CH2:11][O:12][CH3:13])[CH:7]=[CH:6][C:3]=1[CH:4]=[O:5].C(=O)([O-])[O-].[K+].[K+].CN(C)C=O.[CH2:25](Br)[C:26]1[CH:31]=[CH:30][CH:29]=[CH:28][CH:27]=1. (4) Given the product [NH2:1][C:2]1[N:7]=[C:6]([C:8]2[CH:15]=[C:14]3[C:11]([C:12]([NH2:13])=[N:30][NH:31]3)=[C:10]([O:29][CH2:32][CH3:33])[CH:9]=2)[CH:5]=[C:4]([N:20]2[CH2:25][CH2:24][O:23][CH2:22][C@H:21]2[CH:26]([CH3:28])[CH3:27])[N:3]=1, predict the reactants needed to synthesize it. The reactants are: [NH2:1][C:2]1[N:7]=[C:6]([C:8]2[CH:15]=[C:14](F)[C:11]([C:12]#[N:13])=[C:10](OCC)[CH:9]=2)[CH:5]=[C:4]([N:20]2[CH2:25][CH2:24][O:23][CH2:22][C@H:21]2[CH:26]([CH3:28])[CH3:27])[N:3]=1.[OH2:29].[NH2:30][NH2:31].[CH2:32](O)[CH3:33]. (5) The reactants are: [CH3:1][S:2]([NH:5][C:6]([C:8]1([CH2:11][CH2:12][CH2:13][CH2:14][CH2:15][CH2:16][CH2:17][CH2:18][CH2:19][CH2:20][CH2:21][CH2:22][C:23]2([C:26]([OH:28])=O)[CH2:25][CH2:24]2)[CH2:10][CH2:9]1)=[O:7])(=[O:4])=[O:3].C(Cl)CCl.Cl.[CH3:34][NH2:35]. Given the product [CH3:34][NH:35][C:26]([C:23]1([CH2:22][CH2:21][CH2:20][CH2:19][CH2:18][CH2:17][CH2:16][CH2:15][CH2:14][CH2:13][CH2:12][CH2:11][C:8]2([C:6]([NH:5][S:2]([CH3:1])(=[O:4])=[O:3])=[O:7])[CH2:10][CH2:9]2)[CH2:25][CH2:24]1)=[O:28], predict the reactants needed to synthesize it. (6) Given the product [CH3:2][S:3]([C:6]1[CH:7]=[CH:8][C:9]([CH2:10][O:11][C:12]2[CH:13]=[N:14][C:15]([N:18]3[CH2:23][CH2:22][N:21]([C:26]([O:27][C:28]4([CH3:29])[CH2:33][CH2:32]4)=[O:38])[CH2:20][CH2:19]3)=[N:16][CH:17]=2)=[CH:24][CH:25]=1)(=[O:5])=[O:4], predict the reactants needed to synthesize it. The reactants are: Cl.[CH3:2][S:3]([C:6]1[CH:25]=[CH:24][C:9]([CH2:10][O:11][C:12]2[CH:13]=[N:14][C:15]([N:18]3[CH2:23][CH2:22][NH:21][CH2:20][CH2:19]3)=[N:16][CH:17]=2)=[CH:8][CH:7]=1)(=[O:5])=[O:4].[C:26](=[O:38])([O-])[O:27][C:28]1[CH:33]=[CH:32]C([N+]([O-])=O)=C[CH:29]=1. (7) Given the product [CH3:8][C:10]1[C:11]([C:12](=[O:15])[CH3:13])=[CH:2][CH:1]=[CH:4][N:16]=1, predict the reactants needed to synthesize it. The reactants are: [C:1]([CH2:4]C(=O)C)(=O)[CH3:2].[CH:8]([CH:10]=[CH2:11])=O.[C:12]([O-:15])(=O)[CH3:13].[NH4+:16]. (8) The reactants are: [CH3:1][N:2]1[C:10]2[C:5](=[CH:6][C:7]([N+:11]([O-:13])=[O:12])=[CH:8][CH:9]=2)[CH:4]=[CH:3]1.[CH3:14][O:15][C:16]1[CH:17]=[C:18]([CH:23]=[CH:24][C:25]=1[CH2:26]Br)[C:19]([O:21][CH3:22])=[O:20].O1CCOCC1.C(OCC)(=O)C. Given the product [CH3:14][O:15][C:16]1[CH:17]=[C:18]([CH:23]=[CH:24][C:25]=1[CH2:26][C:4]1[C:5]2[C:10](=[CH:9][CH:8]=[C:7]([N+:11]([O-:13])=[O:12])[CH:6]=2)[N:2]([CH3:1])[CH:3]=1)[C:19]([O:21][CH3:22])=[O:20], predict the reactants needed to synthesize it. (9) The reactants are: [CH2:1]([OH:12])[CH2:2][CH2:3][CH2:4][CH2:5][CH2:6][CH2:7][CH2:8][CH2:9][CH2:10][OH:11].[C:13]12[C:19](=[CH:20][CH:21]=[CH:22][CH:23]=1)[NH:18]C(=O)[O:16][C:14]2=O.[N:25]12[CH2:32][CH2:31]N(CC1)CC2.CN(C)[CH:35]=[O:36]. Given the product [C:35]([O:12][CH2:1][CH2:2][CH2:3][CH2:4][CH2:5][CH2:6][CH2:7][CH2:8][CH2:9][CH2:10][O:11][C:14](=[O:16])[C:13]1[C:19](=[CH:20][CH:21]=[CH:22][CH:23]=1)[NH2:18])(=[O:36])[C:4]1[C:32](=[CH:31][CH:1]=[CH:2][CH:3]=1)[NH2:25], predict the reactants needed to synthesize it.